From a dataset of Catalyst prediction with 721,799 reactions and 888 catalyst types from USPTO. Predict which catalyst facilitates the given reaction. (1) Reactant: Br[C:2]1[C:10]2[C:5](=[N:6][C:7]([NH2:11])=[N:8][CH:9]=2)[N:4]([CH3:12])[N:3]=1.[F:13][C:14]1[CH:15]=[C:16](B(O)O)[CH:17]=[C:18]([F:20])[CH:19]=1.C1(P(C2CCCCC2)C2CCCCC2)CCCCC1.P([O-])([O-])([O-])=O.[K+].[K+].[K+]. Product: [F:13][C:14]1[CH:15]=[C:16]([C:2]2[C:10]3[C:5](=[N:6][C:7]([NH2:11])=[N:8][CH:9]=3)[N:4]([CH3:12])[N:3]=2)[CH:17]=[C:18]([F:20])[CH:19]=1. The catalyst class is: 12. (2) Reactant: Cl.COC[C:5]([O:7][CH2:8][CH:9]=[NH:10])=O.[OH:11][CH2:12][C:13]([CH2:15]O)=O.[NH3:17]. Product: [OH:11][CH2:12][C:13]1[N:17]=[C:9]([CH2:8][O:7][CH3:5])[NH:10][CH:15]=1. The catalyst class is: 2. (3) Reactant: [CH2:1]([NH2:4])[CH2:2][NH2:3].Cl[C:6]1[CH:7]=[N:8][CH:9]=[CH:10][CH:11]=1.CC(C)([O-])C.[K+]. Product: [N:8]1[CH:9]=[CH:10][CH:11]=[C:6]([NH:3][CH2:2][CH2:1][NH2:4])[CH:7]=1. The catalyst class is: 6. (4) Reactant: [C:1]([C:3]1[CH:4]=[C:5]([CH:36]=[CH:37][CH:38]=1)[C:6]([NH:8][C:9]1[C:10]([C:32]([F:35])([F:34])[F:33])=[C:11]2[C:17]([CH:18]3[CH2:23][CH2:22][N:21](C(OC(C)(C)C)=O)[CH2:20][CH2:19]3)=[CH:16][N:15]([CH3:31])[C:12]2=[N:13][CH:14]=1)=[O:7])#[N:2].Cl. Product: [C:1]([C:3]1[CH:4]=[C:5]([CH:36]=[CH:37][CH:38]=1)[C:6]([NH:8][C:9]1[C:10]([C:32]([F:33])([F:35])[F:34])=[C:11]2[C:17]([CH:18]3[CH2:23][CH2:22][NH:21][CH2:20][CH2:19]3)=[CH:16][N:15]([CH3:31])[C:12]2=[N:13][CH:14]=1)=[O:7])#[N:2]. The catalyst class is: 135. (5) Reactant: [F:1][CH:2]([F:5])[CH2:3][OH:4].[S:6](Cl)([CH3:9])(=[O:8])=[O:7].C(N(CC)CC)C. Product: [F:1][CH:2]([F:5])[CH2:3][O:4][S:6]([CH3:9])(=[O:8])=[O:7]. The catalyst class is: 2. (6) Reactant: C([O:4][C:5]1[CH:10]=[C:9]([Br:11])[CH:8]=[C:7]([F:12])[C:6]=1[O:13][CH2:14][CH:15]1[CH2:17][O:16]1)(=O)C.[OH-].[K+].O.[OH-].[K+].O. Product: [Br:11][C:9]1[CH:8]=[C:7]([F:12])[C:6]2[O:13][CH2:14][CH:15]([CH2:17][OH:16])[O:4][C:5]=2[CH:10]=1. The catalyst class is: 12. (7) The catalyst class is: 30. Product: [I:20][C:10]1[C:11]2[C:6](=[CH:5][CH:4]=[C:3]([O:2][CH3:1])[CH:12]=2)[CH:7]=[CH:8][C:9]=1[NH2:13]. Reactant: [CH3:1][O:2][C:3]1[CH:12]=[C:11]2[C:6]([CH:7]=[CH:8][C:9]([NH2:13])=[CH:10]2)=[CH:5][CH:4]=1.C(=O)([O-])[O-].[Na+].[Na+].[I:20]I.